From a dataset of Full USPTO retrosynthesis dataset with 1.9M reactions from patents (1976-2016). Predict the reactants needed to synthesize the given product. (1) Given the product [N:78]1[CH:79]=[CH:80][CH:81]=[CH:82][C:77]=1[CH:74]=[O:76].[BH4-:83].[Na+:84].[ClH:68], predict the reactants needed to synthesize it. The reactants are: C(OC(NCCNCCNC(OC(C)(C)C)=O)=O)(C)(C)C.C(C1C=CC(CBr)=CC=1)#N.C([O-])([O-])=O.[K+].[K+].C(OC(NCCN(C1C=C(C)C=CC=1C#N)CCNC(OC(C)(C)C)=O)=O)(C)(C)C.[ClH:68].CCOCC.[C:74]([C:77]1[CH:82]=[CH:81][CH:80]=[CH:79][N:78]=1)(=[O:76])C.[BH4-:83].[Na+:84]. (2) Given the product [CH:6]([N:8]1[CH2:12][CH2:11][CH2:10][C:9]1=[O:13])=[CH2:7].[C:14]([O:17][CH:18]=[CH2:19])(=[O:16])[CH3:15], predict the reactants needed to synthesize it. The reactants are: O.C(O)(C)C.[CH:6]([N:8]1[CH2:12][CH2:11][CH2:10][C:9]1=[O:13])=[CH2:7].[C:14]([O:17][CH:18]=[CH2:19])(=[O:16])[CH3:15].O. (3) Given the product [CH3:10][N:3]1[C:2]([CH:11]=[CH2:12])=[C:6]([N+:7]([O-:9])=[O:8])[CH:5]=[N:4]1, predict the reactants needed to synthesize it. The reactants are: Cl[C:2]1[N:3]([CH3:10])[N:4]=[CH:5][C:6]=1[N+:7]([O-:9])=[O:8].[CH:11]([B-](F)(F)F)=[CH2:12].[K+].C(=O)([O-])[O-].[Cs+].[Cs+].CCOC(C)=O. (4) Given the product [CH2:12]([NH:11][C:9]([NH:8][C:6]1[N:5]=[CH:4][C:3]([C:14]2[CH:15]=[N:16][CH:17]=[C:18]([C:20]3[O:21][C:22](=[O:25])[NH:23][N:24]=3)[CH:19]=2)=[C:2]([C:34]2[CH:35]=[N:36][N:37]([CH2:39][CH2:40][N:41]3[CH2:46][CH2:45][O:44][CH2:43][CH2:42]3)[CH:38]=2)[CH:7]=1)=[O:10])[CH3:13], predict the reactants needed to synthesize it. The reactants are: Br[C:2]1[CH:7]=[C:6]([NH:8][C:9]([NH:11][CH2:12][CH3:13])=[O:10])[N:5]=[CH:4][C:3]=1[C:14]1[CH:15]=[N:16][CH:17]=[C:18]([C:20]2[O:21][C:22](=[O:25])[NH:23][N:24]=2)[CH:19]=1.CC1(C)C(C)(C)OB([C:34]2[CH:35]=[N:36][N:37]([CH2:39][CH2:40][N:41]3[CH2:46][CH2:45][O:44][CH2:43][CH2:42]3)[CH:38]=2)O1.C([O-])([O-])=O.[K+].[K+].O. (5) Given the product [C:6]([C:10]1[N:15]=[C:14]([Cl:3])[C:13]([C:17]([O:19][CH2:20][CH3:21])=[O:18])=[CH:12][N:11]=1)([CH3:9])([CH3:8])[CH3:7], predict the reactants needed to synthesize it. The reactants are: O=P(Cl)(Cl)[Cl:3].[C:6]([C:10]1[N:15]=[C:14](O)[C:13]([C:17]([O:19][CH2:20][CH3:21])=[O:18])=[CH:12][N:11]=1)([CH3:9])([CH3:8])[CH3:7]. (6) Given the product [ClH:1].[C:28]([CH2:27][N:25]1[N:24]=[N:23][C:22](/[CH:21]=[C:16]2\[CH2:15][N:14]([CH:6]([C:7]3[CH:12]=[CH:11][CH:10]=[CH:9][C:8]=3[F:13])[C:5]([CH:2]3[CH2:3][CH2:4]3)=[O:32])[CH2:19][CH2:18][CH:17]\2[SH:20])=[N:26]1)([OH:30])=[O:29], predict the reactants needed to synthesize it. The reactants are: [ClH:1].[CH:2]1([C:5](=[O:32])[CH:6]([N:14]2[CH2:19][CH2:18][CH:17]([SH:20])/[C:16](=[CH:21]/[C:22]3[N:23]=[N:24][N:25]([CH2:27][C:28]([O:30]C)=[O:29])[N:26]=3)/[CH2:15]2)[C:7]2[CH:12]=[CH:11][CH:10]=[CH:9][C:8]=2[F:13])[CH2:4][CH2:3]1. (7) The reactants are: [OH:1][C:2]([CH3:35])([CH3:34])[CH2:3][C@@:4]1([C:28]2[CH:33]=[CH:32][CH:31]=[CH:30][CH:29]=2)[O:9][C:8](=[O:10])[N:7]([C@H:11]([C:13]2[CH:18]=[CH:17][C:16](B3OC(C)(C)C(C)(C)O3)=[CH:15][CH:14]=2)[CH3:12])[CH2:6][CH2:5]1.Br[C:37]1[CH:42]=[N:41][CH:40]=[CH:39][N:38]=1. Given the product [OH:1][C:2]([CH3:34])([CH3:35])[CH2:3][C@@:4]1([C:28]2[CH:33]=[CH:32][CH:31]=[CH:30][CH:29]=2)[O:9][C:8](=[O:10])[N:7]([C@H:11]([C:13]2[CH:14]=[CH:15][C:16]([C:37]3[CH:42]=[N:41][CH:40]=[CH:39][N:38]=3)=[CH:17][CH:18]=2)[CH3:12])[CH2:6][CH2:5]1, predict the reactants needed to synthesize it.